This data is from Forward reaction prediction with 1.9M reactions from USPTO patents (1976-2016). The task is: Predict the product of the given reaction. Given the reactants [BH4-].[Na+].[Br:3][C:4]1[CH:9]=[CH:8][C:7]([CH:10]([CH2:20][CH2:21][CH3:22])[C:11]([C:13]2[CH:18]=[CH:17][C:16]([Cl:19])=[CH:15][CH:14]=2)=[O:12])=[CH:6][CH:5]=1, predict the reaction product. The product is: [Br:3][C:4]1[CH:9]=[CH:8][C:7]([CH:10]([CH2:20][CH2:21][CH3:22])[CH:11]([C:13]2[CH:14]=[CH:15][C:16]([Cl:19])=[CH:17][CH:18]=2)[OH:12])=[CH:6][CH:5]=1.